This data is from Forward reaction prediction with 1.9M reactions from USPTO patents (1976-2016). The task is: Predict the product of the given reaction. (1) Given the reactants [S:1](=[O:3])=[O:2].[Cl:4][C:5]1[CH:10]=[CH:9][C:8](N)=[CH:7][C:6]=1[CH:12]([CH3:14])[CH3:13].N([O-])=O.[Na+].[ClH:19], predict the reaction product. The product is: [Cl:4][C:5]1[CH:10]=[CH:9][C:8]([S:1]([Cl:19])(=[O:3])=[O:2])=[CH:7][C:6]=1[CH:12]([CH3:14])[CH3:13]. (2) Given the reactants [Cl:1][C:2]1[CH:14]=[C:13]([O:15][CH2:16][CH:17]=[C:18]([Cl:20])[Cl:19])[CH:12]=[C:11]([Cl:21])[C:3]=1[O:4][CH2:5][CH2:6][CH2:7][CH2:8][CH:9]=O.Cl.[NH2:23][OH:24].Cl, predict the reaction product. The product is: [Cl:1][C:2]1[CH:14]=[C:13]([O:15][CH2:16][CH:17]=[C:18]([Cl:20])[Cl:19])[CH:12]=[C:11]([Cl:21])[C:3]=1[O:4][CH2:5][CH2:6][CH2:7][CH2:8][CH:9]=[N:23][OH:24]. (3) Given the reactants [C:1]1(B(O)O)[CH:6]=[CH:5][CH:4]=[CH:3][CH:2]=1.F[B-](F)(F)F.[CH:28]1([PH+]([CH:28]2[CH2:33][CH2:32][CH2:31][CH2:30][CH2:29]2)[CH:28]2[CH2:33][CH2:32][CH2:31][CH2:30][CH2:29]2)[CH2:33][CH2:32][CH2:31][CH2:30][CH2:29]1.[C:34](=[O:37])([O-])[O-:35].[K+].[K+], predict the reaction product. The product is: [CH3:6][C:1]1[C:34](=[O:37])[O:35][CH:3]([C:28]2[CH:29]=[CH:30][CH:31]=[CH:32][CH:33]=2)[C:2]=1[C:1]1[CH:6]=[CH:5][CH:4]=[CH:3][CH:2]=1. (4) The product is: [CH3:1][C:2]1[S:3][C:4]([C:7]2[NH:30][C:10]3=[N:11][CH:12]=[CH:13][C:14]([C:15]4[CH:16]=[CH:17][C:18]([O:23][CH:24]5[CH2:29][CH2:28][O:27][CH2:26][CH2:25]5)=[C:19]([CH:22]=4)[C:20]#[N:21])=[C:9]3[CH:8]=2)=[CH:5][N:6]=1. Given the reactants [CH3:1][C:2]1[S:3][C:4]([C:7]2[N:30](S(C3C=CC=CC=3)(=O)=O)[C:10]3=[N:11][CH:12]=[CH:13][C:14]([C:15]4[CH:16]=[CH:17][C:18]([O:23][CH:24]5[CH2:29][CH2:28][O:27][CH2:26][CH2:25]5)=[C:19]([CH:22]=4)[C:20]#[N:21])=[C:9]3[CH:8]=2)=[CH:5][N:6]=1.C1COCC1.FC(F)(F)CO, predict the reaction product. (5) Given the reactants [CH:1]([N:4]1[C:8]([C:9]2[CH:10]=[C:11]3[C:16](=[CH:17][C:18]=2[C:19]([F:22])([F:21])[F:20])[NH:15][C:14](=[O:23])[N:13]([NH:24][S:25]([CH3:28])(=[O:27])=[O:26])[C:12]3=[O:29])=[CH:7][CH:6]=[N:5]1)([CH3:3])[CH3:2].Cl[C:31]([O:33][CH2:34][CH:35]([CH3:37])[CH3:36])=[O:32], predict the reaction product. The product is: [CH2:34]([O:33][C:31](=[O:32])[N:24]([N:13]1[C:12](=[O:29])[C:11]2[C:16](=[CH:17][C:18]([C:19]([F:21])([F:22])[F:20])=[C:9]([C:8]3[N:4]([CH:1]([CH3:3])[CH3:2])[N:5]=[CH:6][CH:7]=3)[CH:10]=2)[NH:15][C:14]1=[O:23])[S:25]([CH3:28])(=[O:26])=[O:27])[CH:35]([CH3:37])[CH3:36]. (6) Given the reactants [C:1]([C:3]1[CH:11]=[CH:10][CH:9]=[C:8]2[C:4]=1[CH:5]=[CH:6][NH:7]2)#[N:2].[CH2:12]([O:14][C:15](=[O:20])[CH2:16][CH2:17][CH2:18]Br)[CH3:13].C(=O)([O-])[O-].[Cs+].[Cs+], predict the reaction product. The product is: [C:1]([C:3]1[CH:11]=[CH:10][CH:9]=[C:8]2[C:4]=1[CH:5]=[CH:6][N:7]2[CH2:18][CH2:17][CH2:16][C:15]([O:14][CH2:12][CH3:13])=[O:20])#[N:2].